Task: Predict the reactants needed to synthesize the given product.. Dataset: Full USPTO retrosynthesis dataset with 1.9M reactions from patents (1976-2016) (1) Given the product [OH:2][CH2:3][C:4]1[CH:5]=[CH:6][C:7]([C:10](=[O:24])/[CH:11]=[CH:12]/[C:13]2[CH:14]=[CH:15][C:16](/[CH:19]=[CH:20]/[C:21]([NH:39][O:40][CH:41]3[CH2:46][CH2:45][CH2:44][CH2:43][O:42]3)=[O:22])=[CH:17][CH:18]=2)=[CH:8][CH:9]=1, predict the reactants needed to synthesize it. The reactants are: [K+].[OH:2][CH2:3][C:4]1[CH:9]=[CH:8][C:7]([C:10](=[O:24])/[CH:11]=[CH:12]/[C:13]2[CH:18]=[CH:17][C:16](/[CH:19]=[CH:20]/[C:21]([O-])=[O:22])=[CH:15][CH:14]=2)=[CH:6][CH:5]=1.C(Cl)CCl.C1C=CC2N(O)N=NC=2C=1.[NH2:39][O:40][CH:41]1[CH2:46][CH2:45][CH2:44][CH2:43][O:42]1. (2) Given the product [Cl:17][C:18]1[N:26]=[C:25]([NH2:27])[N:24]=[C:23]2[C:19]=1[N:20]=[CH:21][N:22]2[CH2:15][C@:10]12[CH2:11][C@H:12]1[CH2:13][O:14][CH:7]([C:1]1[CH:2]=[CH:3][CH:4]=[CH:5][CH:6]=1)[O:8][CH2:9]2, predict the reactants needed to synthesize it. The reactants are: [C:1]1([CH:7]2[O:14][CH2:13][C@H:12]3[C@:10]([CH2:15]O)([CH2:11]3)[CH2:9][O:8]2)[CH:6]=[CH:5][CH:4]=[CH:3][CH:2]=1.[Cl:17][C:18]1[N:26]=[C:25]([NH2:27])[N:24]=[C:23]2[C:19]=1[N:20]=[CH:21][NH:22]2.C1(P(C2C=CC=CC=2)C2C=CC=CC=2)C=CC=CC=1.CC(OC(/N=N/C(OC(C)C)=O)=O)C. (3) Given the product [CH2:1]([O:3][C:4]([C:5]1[NH:12][C:11]2[CH:10]=[CH:9][S:8][C:7]=2[CH:6]=1)=[O:15])[CH3:2], predict the reactants needed to synthesize it. The reactants are: [CH2:1]([O:3][C:4](=[O:15])[C:5]([N:12]=[N+]=[N-])=[CH:6][C:7]1[S:8][CH:9]=[CH:10][CH:11]=1)[CH3:2].O. (4) Given the product [C:6]([S:5][CH2:4][C@@H:3]([C:2]([NH2:1])=[O:43])[NH2:25])([C:13]1[CH:14]=[CH:15][CH:16]=[CH:17][CH:18]=1)([C:19]1[CH:24]=[CH:23][CH:22]=[CH:21][CH:20]=1)[C:7]1[CH:8]=[CH:9][CH:10]=[CH:11][CH:12]=1, predict the reactants needed to synthesize it. The reactants are: [NH2:1][C:2](=[O:43])[C@@H:3]([NH:25]C(=O)OCC1C2C=CC=CC=2C2C1=CC=CC=2)[CH2:4][S:5][C:6]([C:19]1[CH:24]=[CH:23][CH:22]=[CH:21][CH:20]=1)([C:13]1[CH:18]=[CH:17][CH:16]=[CH:15][CH:14]=1)[C:7]1[CH:12]=[CH:11][CH:10]=[CH:9][CH:8]=1.N1CCCC1. (5) Given the product [C:32]([OH:33])([C:18]([F:21])([F:20])[F:19])=[O:35].[CH3:30][C:29]1[N:28]=[C:27]([NH2:31])[CH:26]=[CH:25][C:24]=1[C:9]1[CH:17]=[C:16]([C:18]([F:19])([F:20])[F:21])[CH:15]=[C:14]2[C:10]=1[CH:11]=[N:12][NH:13]2, predict the reactants needed to synthesize it. The reactants are: CC1(C)C(C)(C)OB([C:9]2[CH:17]=[C:16]([C:18]([F:21])([F:20])[F:19])[CH:15]=[C:14]3[C:10]=2[CH:11]=[N:12][NH:13]3)O1.I[C:24]1[CH:25]=[CH:26][C:27]([NH2:31])=[N:28][C:29]=1[CH3:30].[C:32](=[O:35])([O-])[O-:33].[Na+].[Na+]. (6) Given the product [CH3:31][N:30]([CH3:32])[C:29]1[CH:33]=[CH:34][C:26]([C:24]2[N:3]=[N:2][N:1]([CH:4]3[CH2:23][N:8]4[C:9]5[C:14]([C:15]([CH2:16][C:17]([OH:19])=[O:18])=[C:7]4[CH2:6][CH2:5]3)=[CH:13][CH:12]=[CH:11][CH:10]=5)[CH:25]=2)=[CH:27][CH:28]=1, predict the reactants needed to synthesize it. The reactants are: [N:1]([CH:4]1[CH2:23][N:8]2[C:9]3[C:14]([C:15]([CH2:16][C:17]([O:19]CCC)=[O:18])=[C:7]2[CH2:6][CH2:5]1)=[CH:13][CH:12]=[CH:11][CH:10]=3)=[N+:2]=[N-:3].[C:24]([C:26]1[CH:34]=[CH:33][C:29]([N:30]([CH3:32])[CH3:31])=[CH:28][CH:27]=1)#[CH:25]. (7) Given the product [OH:1][C:2]([CH3:23])([CH3:24])[C:3]#[C:4][C:5]1[CH:6]=[CH:7][C:8]2[O:9][CH2:10][CH2:11][C:12]3[N:13]([CH:16]=[C:17]([C:19]([NH2:34])=[O:20])[N:18]=3)[C:14]=2[N:15]=1, predict the reactants needed to synthesize it. The reactants are: [OH:1][C:2]([CH3:24])([CH3:23])[C:3]#[C:4][C:5]1[CH:6]=[CH:7][C:8]2[O:9][CH2:10][CH2:11][C:12]3[N:13]([CH:16]=[C:17]([C:19](OC)=[O:20])[N:18]=3)[C:14]=2[N:15]=1.ClC1C=CC2OCCC3[N:34](C=C(C(OC)=O)N=3)C=2N=1.CC(C#C)CO.N.O. (8) Given the product [CH3:14][N:5]1[CH2:4][CH2:3][CH:2]([OH:1])[C:7]2([CH2:8][CH2:9][CH2:10][NH:11][CH2:12]2)[CH2:6]1, predict the reactants needed to synthesize it. The reactants are: [OH:1][CH:2]1[C:7]2([C:12](=O)[NH:11][CH2:10][CH2:9][CH2:8]2)[CH2:6][N:5]([CH3:14])[CH2:4][CH2:3]1.[H-].[H-].[H-].[H-].[Li+].[Al+3].[H][H].[OH-].[Na+]. (9) Given the product [F:32][C:20]([F:19])([F:31])[C:36]([O-:37])=[O:17].[F:1][C:2]1[CH:7]=[CH:6][CH:5]=[CH:4][C:3]=1[C:8]1[NH+:16]=[C:15]2[C:10](=[CH:11][N:12]([CH2:26][C:25]3[CH:29]=[CH:30][C:22]([O:21][C:20]([F:19])([F:31])[F:32])=[CH:23][CH:24]=3)[CH:13]=[CH:14]2)[CH:9]=1, predict the reactants needed to synthesize it. The reactants are: [F:1][C:2]1[CH:7]=[CH:6][CH:5]=[CH:4][C:3]=1[C:8]1[NH:16][C:15]2[CH:14]=[CH:13][N:12]=[CH:11][C:10]=2[CH:9]=1.[OH-:17].[Na+].[F:19][C:20]([F:32])([F:31])[O:21][C:22]1[CH:30]=[CH:29][C:25]([C:26](Cl)=O)=[CH:24][CH:23]=1.CN([CH:36]=[O:37])C. (10) Given the product [Cl:9][C:4]1[CH:5]=[C:6]([Cl:8])[N:7]=[C:2]([NH:19][CH2:20][C@H:21]([OH:23])[CH3:22])[N:3]=1, predict the reactants needed to synthesize it. The reactants are: Cl[C:2]1[N:7]=[C:6]([Cl:8])[CH:5]=[C:4]([Cl:9])[N:3]=1.CCN(C(C)C)C(C)C.[NH2:19][CH2:20][C@H:21]([OH:23])[CH3:22].